From a dataset of Reaction yield outcomes from USPTO patents with 853,638 reactions. Predict the reaction yield, written as a fraction of the theoretical maximum amount of product (1.0 means a 100% yield; for example, 0.34 means a 34% yield). (1) The reactants are [Cl:1][C:2]1[CH:3]=[C:4]2[C:10]3([CH2:14][CH2:13][N:12]([C:15]([O:17][CH3:18])=[O:16])[CH2:11]3)[CH2:9][NH:8][C:5]2=[CH:6][CH:7]=1.Cl[C:20](OC1C=CC([N+]([O-])=O)=CC=1)=[O:21].N1C=CC=CC=1.C([O:41][CH2:42][C:43]1[N:44]=[C:45]([NH2:48])[S:46][CH:47]=1)(=O)C.C(=O)([O-])[O-].[K+].[K+]. The catalyst is CN(C=O)C.O.CO. The product is [Cl:1][C:2]1[CH:3]=[C:4]2[C:10]3([CH2:14][CH2:13][N:12]([C:15]([O:17][CH3:18])=[O:16])[CH2:11]3)[CH2:9][N:8]([C:20](=[O:21])[NH:48][C:45]3[S:46][CH:47]=[C:43]([CH2:42][OH:41])[N:44]=3)[C:5]2=[CH:6][CH:7]=1. The yield is 0.170. (2) The reactants are Cl.[C:2]12([CH2:12][CH2:13][NH:14][CH2:15][CH2:16][CH2:17][CH2:18][CH3:19])[CH2:11][CH:6]3[CH2:7][CH:8]([CH2:10][CH:4]([CH2:5]3)[CH2:3]1)[CH2:9]2.[C:20](Cl)(=[O:27])[CH2:21][O:22][CH2:23][C:24](Cl)=[O:25].C(N(CC)CC)C.[CH3:36][OH:37]. The catalyst is ClCCl. The product is [C:2]12([CH2:12][CH2:13][N:14]([CH2:15][CH2:16][CH2:17][CH2:18][CH3:19])[C:20](=[O:27])[CH2:21][O:22][CH2:23][C:24]([O:37][CH3:36])=[O:25])[CH2:9][CH:8]3[CH2:7][CH:6]([CH2:5][CH:4]([CH2:10]3)[CH2:3]1)[CH2:11]2. The yield is 0.600. (3) The reactants are [H-].[Na+].F[C:4]1[CH:5]=[CH:6][C:7]([N:10]([CH2:20][C:21]2[CH:30]=[CH:29][C:24]([C:25]([O:27][CH3:28])=[O:26])=[CH:23][CH:22]=2)[C:11]2[S:15][N:14]=[C:13](C(F)(F)F)[N:12]=2)=[N:8][CH:9]=1.BrC[C:33]1[CH:42]=[CH:41][C:36](C(OC)=O)=[CH:35][C:34]=1[F:43].[CH3:44]N(C=O)C. The catalyst is [Cl-].[Na+].O. The product is [F:43][C:34]1[CH:35]=[CH:36][C:41]([C:5]2[CH:4]=[CH:9][N:8]=[C:7]([N:10]([CH2:20][C:21]3[CH:30]=[CH:29][C:24]([C:25]([O:27][CH3:28])=[O:26])=[CH:23][CH:22]=3)[C:11]3[S:15][N:14]=[C:13]([CH3:44])[N:12]=3)[CH:6]=2)=[CH:42][CH:33]=1. The yield is 0.240. (4) The reactants are [Cl:1][C:2]1[N:7]=[C:6]([NH:8][NH2:9])[C:5]([F:10])=[C:4]([N:11]2[CH2:16][CH2:15][N:14]([CH3:17])[CH2:13][CH2:12]2)[N:3]=1.[CH:18]1([CH2:23][C@H:24]([CH2:28][N:29]([CH:37]=[O:38])[O:30][CH:31]2[CH2:36][CH2:35][CH2:34][CH2:33][O:32]2)[C:25](O)=[O:26])[CH2:22][CH2:21][CH2:20][CH2:19]1.C1C=NC2N(O)N=NC=2C=1.C(Cl)CCl.CN1CCOCC1. The catalyst is CN(C=O)C. The product is [Cl:1][C:2]1[N:7]=[C:6]([NH:8][NH:9][C:25](=[O:26])[C@H:24]([CH2:23][CH:18]2[CH2:19][CH2:20][CH2:21][CH2:22]2)[CH2:28][N:29]([O:30][CH:31]2[CH2:36][CH2:35][CH2:34][CH2:33][O:32]2)[CH:37]=[O:38])[C:5]([F:10])=[C:4]([N:11]2[CH2:16][CH2:15][N:14]([CH3:17])[CH2:13][CH2:12]2)[N:3]=1. The yield is 0.460. (5) The reactants are Cl[C:2]1[CH:7]=[CH:6][N:5]=[C:4]([N:8]2[C:20](=[O:21])[C:19]3[S:18][C:17]4[CH2:16][CH2:15][CH2:14][CH2:13][C:12]=4[C:11]=3[CH:10]=[N:9]2)[C:3]=1[CH:22]=[O:23].[CH3:24][N:25]1[CH:30]=[C:29](B2OC(C)(C)C(C)(C)O2)[CH:28]=[C:27]([NH:40][C:41]2[CH:46]=[CH:45][N:44]=[CH:43][N:42]=2)[C:26]1=[O:47].C([O-])(=O)C.[Na+].[O-]P([O-])([O-])=O.[K+].[K+].[K+]. The catalyst is C1C=CC(P(C2C=CC=CC=2)[C-]2C=CC=C2)=CC=1.C1C=CC(P(C2C=CC=CC=2)[C-]2C=CC=C2)=CC=1.Cl[Pd]Cl.[Fe+2].C(#N)C.O. The product is [CH3:24][N:25]1[C:26](=[O:47])[C:27]([NH:40][C:41]2[CH:46]=[CH:45][N:44]=[CH:43][N:42]=2)=[CH:28][C:29]([C:2]2[CH:7]=[CH:6][N:5]=[C:4]([N:8]3[C:20](=[O:21])[C:19]4[S:18][C:17]5[CH2:16][CH2:15][CH2:14][CH2:13][C:12]=5[C:11]=4[CH:10]=[N:9]3)[C:3]=2[CH:22]=[O:23])=[CH:30]1. The yield is 0.300.